From a dataset of Forward reaction prediction with 1.9M reactions from USPTO patents (1976-2016). Predict the product of the given reaction. Given the reactants [OH:1][C:2]([C:12]1[CH:17]=[CH:16][CH:15]=[CH:14][CH:13]=1)([C:6]1[CH:11]=[CH:10][CH:9]=[CH:8][CH:7]=1)[C:3]([OH:5])=O.C(N1C=CN=C1)(N1C=CN=C1)=O.[NH2:30][CH2:31][CH2:32][CH2:33][N:34]1[CH2:39][CH2:38][CH:37]([C:40]2[CH:41]=[C:42]([NH:47][C:48](=[O:52])[CH:49]([CH3:51])[CH3:50])[CH:43]=[CH:44][C:45]=2[CH3:46])[CH2:36][CH2:35]1, predict the reaction product. The product is: [OH:1][C:2]([C:12]1[CH:17]=[CH:16][CH:15]=[CH:14][CH:13]=1)([C:6]1[CH:11]=[CH:10][CH:9]=[CH:8][CH:7]=1)[C:3]([NH:30][CH2:31][CH2:32][CH2:33][N:34]1[CH2:39][CH2:38][CH:37]([C:40]2[CH:41]=[C:42]([NH:47][C:48](=[O:52])[CH:49]([CH3:50])[CH3:51])[CH:43]=[CH:44][C:45]=2[CH3:46])[CH2:36][CH2:35]1)=[O:5].